Dataset: Catalyst prediction with 721,799 reactions and 888 catalyst types from USPTO. Task: Predict which catalyst facilitates the given reaction. (1) Reactant: [Cl:1][C:2]1[CH:3]=[C:4]2[C:13](=[CH:14][N:15]=1)[C:12]1[N:8]([CH:9]=[C:10](I)[N:11]=1)[CH2:7][CH2:6][O:5]2.N([Si](C)(C)C)[Si](C)(C)C.C[N:27]([CH:29]=[O:30])C. Product: [Cl:1][C:2]1[CH:3]=[C:4]2[C:13](=[CH:14][N:15]=1)[C:12]1[N:8]([CH:9]=[C:10]([C:29]([NH2:27])=[O:30])[N:11]=1)[CH2:7][CH2:6][O:5]2. The catalyst class is: 235. (2) Reactant: [C:1]([C:3]1[CH:4]=[C:5]([CH:36]=[CH:37][CH:38]=1)[O:6][C:7]1[CH:31]=[CH:30][C:10]([CH2:11][O:12][C:13]2[CH:14]=[C:15]3[N:22](C(OC(C)(C)C)=O)[CH2:21][CH2:20][N:16]3[C:17](=[O:19])[N:18]=2)=[CH:9][C:8]=1[C:32]([F:35])([F:34])[F:33])#[N:2]. Product: [O:19]=[C:17]1[N:16]2[CH2:20][CH2:21][NH:22][C:15]2=[CH:14][C:13]([O:12][CH2:11][C:10]2[CH:30]=[CH:31][C:7]([O:6][C:5]3[CH:4]=[C:3]([CH:38]=[CH:37][CH:36]=3)[C:1]#[N:2])=[C:8]([C:32]([F:34])([F:35])[F:33])[CH:9]=2)=[N:18]1. The catalyst class is: 173. (3) Reactant: C(OC(=O)[NH:7][CH:8]1[C:15](=[O:16])[N:14]2[CH:10]([S:11][CH2:12][CH:13]2[C:17]#[N:18])[CH2:9]1)(C)(C)C. Product: [NH2:7][CH:8]1[C:15](=[O:16])[N:14]2[CH:10]([S:11][CH2:12][CH:13]2[C:17]#[N:18])[CH2:9]1. The catalyst class is: 89.